Dataset: Forward reaction prediction with 1.9M reactions from USPTO patents (1976-2016). Task: Predict the product of the given reaction. (1) The product is: [Cl:58][C:55]1[CH:56]=[C:57]2[C:49]([C:44]3[N:43]=[C:42]([NH:41][CH2:40][C@@H:35]4[CH2:36][CH2:37][CH2:38][CH2:39][C@H:34]4[NH:33][C:6](=[O:7])[N:8]([CH3:13])[CH3:9])[C:47]([F:48])=[CH:46][N:45]=3)=[CH:50][NH:51][C:52]2=[N:53][CH:54]=1. Given the reactants C(N[C:6]([N:8]1[CH2:13]CC[C@@H](CNC2C(F)=CN=C(C3C4C(=NC=C(Cl)C=4)NC=3)N=2)[CH2:9]1)=[O:7])(C)(C)C.[NH2:33][C@@H:34]1[CH2:39][CH2:38][CH2:37][CH2:36][C@H:35]1[CH2:40][NH:41][C:42]1[C:47]([F:48])=[CH:46][N:45]=[C:44]([C:49]2[C:57]3[C:52](=[N:53][CH:54]=[C:55]([Cl:58])[CH:56]=3)[N:51](S(C3C=CC(C)=CC=3)(=O)=O)[CH:50]=2)[N:43]=1.[Cl-], predict the reaction product. (2) Given the reactants [CH3:1][CH:2]1[CH2:11][C:10]2[N:9]=[N:8][C:7]([C:12]3[CH:17]=[CH:16][CH:15]=[C:14]([C:18]([F:21])([F:20])[F:19])[CH:13]=3)=[CH:6][C:5]=2[CH:4]([OH:22])[CH2:3]1.C(Cl)CCl.[CH2:27]([O:29][CH2:30][C:31](O)=[O:32])[CH3:28], predict the reaction product. The product is: [CH2:27]([O:29][CH2:30][C:31]([O:22][CH:4]1[CH2:3][CH:2]([CH3:1])[CH2:11][C:10]2[N:9]=[N:8][C:7]([C:12]3[CH:17]=[CH:16][CH:15]=[C:14]([C:18]([F:21])([F:20])[F:19])[CH:13]=3)=[CH:6][C:5]1=2)=[O:32])[CH3:28]. (3) Given the reactants C([O:8][C:9]1[C:14]([CH2:15][CH3:16])=[CH:13][C:12]([C:17]2[CH:22]=[CH:21][CH:20]=[C:19]([N:23]3[C:27]([CH3:28])=[CH:26][CH:25]=[C:24]3[CH3:29])[N:18]=2)=[C:11]([O:30][CH3:31])[CH:10]=1)C1C=CC=CC=1.C([O-])=O.[NH4+], predict the reaction product. The product is: [CH3:29][C:24]1[N:23]([C:19]2[N:18]=[C:17]([C:12]3[CH:13]=[C:14]([CH2:15][CH3:16])[C:9]([OH:8])=[CH:10][C:11]=3[O:30][CH3:31])[CH:22]=[CH:21][CH:20]=2)[C:27]([CH3:28])=[CH:26][CH:25]=1. (4) Given the reactants [Cl:1][C:2]1[CH:3]=[N:4][CH:5]=[C:6]([CH:10]=1)[C:7]([OH:9])=[O:8].S(Cl)(Cl)=O.[CH3:15]O, predict the reaction product. The product is: [CH3:15][O:8][C:7](=[O:9])[C:6]1[CH:10]=[C:2]([Cl:1])[CH:3]=[N:4][CH:5]=1.